This data is from Catalyst prediction with 721,799 reactions and 888 catalyst types from USPTO. The task is: Predict which catalyst facilitates the given reaction. (1) Reactant: [Si:1]([O:8][CH2:9][CH:10]([NH:19][CH2:20][C:21]([O:23][C:24]([CH3:27])([CH3:26])[CH3:25])=[O:22])[C:11]1[CH:16]=[CH:15][C:14]([C:17]#[N:18])=[CH:13][CH:12]=1)([C:4]([CH3:7])([CH3:6])[CH3:5])([CH3:3])[CH3:2].[NH2:28][OH:29]. Product: [Si:1]([O:8][CH2:9][CH:10]([NH:19][CH2:20][C:21]([O:23][C:24]([CH3:27])([CH3:26])[CH3:25])=[O:22])[C:11]1[CH:12]=[CH:13][C:14]([C:17](=[N:28][OH:29])[NH2:18])=[CH:15][CH:16]=1)([C:4]([CH3:7])([CH3:6])[CH3:5])([CH3:3])[CH3:2]. The catalyst class is: 8. (2) Reactant: [CH2:1]([O:8][C:9]([NH:11][CH2:12][C:13]([N:15]([CH2:24][CH:25](OC)OC)[CH2:16][C:17]1[CH:22]=[CH:21][C:20]([F:23])=[CH:19][CH:18]=1)=[O:14])=[O:10])[C:2]1[CH:7]=[CH:6][CH:5]=[CH:4][CH:3]=1.O.C1(C)C=CC(S(O)(=O)=O)=CC=1.C1(C)C(S(O)(=O)=O)=CC=CC=1. Product: [CH2:1]([O:8][C:9]([N:11]1[CH:25]=[CH:24][N:15]([CH2:16][C:17]2[CH:18]=[CH:19][C:20]([F:23])=[CH:21][CH:22]=2)[C:13](=[O:14])[CH2:12]1)=[O:10])[C:2]1[CH:3]=[CH:4][CH:5]=[CH:6][CH:7]=1. The catalyst class is: 11. (3) Reactant: [Br:1][C:2]1[CH:3]=[C:4]([O:11][CH3:12])[C:5]([OH:10])=[C:6]([CH:9]=1)[CH:7]=[O:8].C1COCC1.[BH4-].[Na+].Cl. Product: [Br:1][C:2]1[CH:3]=[C:4]([O:11][CH3:12])[C:5]([OH:10])=[C:6]([CH2:7][OH:8])[CH:9]=1. The catalyst class is: 8.